This data is from Full USPTO retrosynthesis dataset with 1.9M reactions from patents (1976-2016). The task is: Predict the reactants needed to synthesize the given product. (1) Given the product [N:10]1[CH:15]=[CH:14][CH:13]=[CH:12][C:11]=1[CH2:16][CH2:17][C:18]1[CH:19]=[CH:20][C:21]([CH2:24][CH2:25][N+:26]([O-:28])=[O:27])=[CH:22][CH:23]=1, predict the reactants needed to synthesize it. The reactants are: O1CCCC1.CS(C)=O.[N:10]1[CH:15]=[CH:14][CH:13]=[CH:12][C:11]=1[CH2:16][CH2:17][C:18]1[CH:23]=[CH:22][C:21](/[CH:24]=[CH:25]/[N+:26]([O-:28])=[O:27])=[CH:20][CH:19]=1.C(O)(=O)C.[BH4-].[Na+]. (2) Given the product [CH2:39]([C@H:38]([N:46]([CH2:47][C:48]1[CH:49]=[C:50]2[C:54](=[CH:55][CH:56]=1)[NH:53][CH:52]=[CH:51]2)[C:9](=[O:11])[CH:8]=[CH:7][C:6]1[CH:5]=[CH:4][C:3]([C:2]([F:1])([F:15])[F:14])=[CH:13][CH:12]=1)[C:37]([N:34]1[CH2:33][CH2:32][N:31]([CH2:24][C:25]2[CH:30]=[CH:29][CH:28]=[CH:27][CH:26]=2)[CH2:36][CH2:35]1)=[O:57])[C:40]1[CH:45]=[CH:44][CH:43]=[CH:42][CH:41]=1, predict the reactants needed to synthesize it. The reactants are: [F:1][C:2]([F:15])([F:14])[C:3]1[CH:13]=[CH:12][C:6](/[CH:7]=[CH:8]/[C:9]([OH:11])=O)=[CH:5][CH:4]=1.ClC(N(C)C)=C(C)C.[CH2:24]([N:31]1[CH2:36][CH2:35][N:34]([C:37](=[O:57])[C@@H:38]([NH:46][CH2:47][C:48]2[CH:49]=[C:50]3[C:54](=[CH:55][CH:56]=2)[NH:53][CH:52]=[CH:51]3)[CH2:39][C:40]2[CH:45]=[CH:44][CH:43]=[CH:42][CH:41]=2)[CH2:33][CH2:32]1)[C:25]1[CH:30]=[CH:29][CH:28]=[CH:27][CH:26]=1. (3) The reactants are: [CH3:1][O:2][C:3](=[O:19])[C:4]1[CH:9]=[CH:8][CH:7]=[C:6]([CH2:10][N:11]2[C:16](=[O:17])[CH:15]=[CH:14][C:13](Cl)=[N:12]2)[CH:5]=1.[CH2:20]([OH:24])[CH2:21][CH:22]=[CH2:23].C(=O)([O-])[O-].[Cs+].[Cs+].C(P(C(C)(C)C)C1C=CC2C(=CC=CC=2)C=1C1C2C(=CC=CC=2)C=CC=1)(C)(C)C. Given the product [CH3:1][O:2][C:3](=[O:19])[C:4]1[CH:9]=[CH:8][CH:7]=[C:6]([CH2:10][N:11]2[C:16](=[O:17])[CH:15]=[CH:14][C:13]([O:24][CH2:20][CH2:21][CH:22]=[CH2:23])=[N:12]2)[CH:5]=1, predict the reactants needed to synthesize it. (4) Given the product [CH3:1][C:2]1[C:10]([C:11]2[CH:12]=[N:13][N:14]([CH3:16])[CH:15]=2)=[CH:9][CH:8]=[C:7]2[C:3]=1[CH2:4][CH2:5][NH:6]2, predict the reactants needed to synthesize it. The reactants are: [CH3:1][C:2]1[C:10]([C:11]2[CH:12]=[N:13][N:14]([CH3:16])[CH:15]=2)=[CH:9][CH:8]=[C:7]2[C:3]=1[CH2:4][CH2:5][N:6]2C(OC(C)(C)C)=O.Cl. (5) Given the product [C:46]([OH:53])(=[O:52])/[CH:47]=[CH:48]/[C:49]([OH:51])=[O:50].[F:5][C:6]1[CH:11]=[CH:10][CH:9]=[C:8]([F:12])[C:7]=1[N:13]1[C:18]2[N:19]=[C:20]([NH:38][CH2:39][C:40]3[NH:44][CH:43]=[CH:42][N:41]=3)[N:21]=[C:22]([C:23]3[CH:24]=[C:25]([CH:34]=[CH:35][C:36]=3[CH3:37])[C:26]([NH:28][C:29]3[S:30][CH:31]=[CH:32][N:33]=3)=[O:27])[C:17]=2[CH:16]=[CH:15][C:14]1=[O:45], predict the reactants needed to synthesize it. The reactants are: C(O)(C)C.[F:5][C:6]1[CH:11]=[CH:10][CH:9]=[C:8]([F:12])[C:7]=1[N:13]1[C:18]2[N:19]=[C:20]([NH:38][CH2:39][C:40]3[NH:41][CH:42]=[CH:43][N:44]=3)[N:21]=[C:22]([C:23]3[CH:24]=[C:25]([CH:34]=[CH:35][C:36]=3[CH3:37])[C:26]([NH:28][C:29]3[S:30][CH:31]=[CH:32][N:33]=3)=[O:27])[C:17]=2[CH:16]=[CH:15][C:14]1=[O:45].[C:46]([OH:53])(=[O:52])/[CH:47]=[CH:48]/[C:49]([OH:51])=[O:50]. (6) Given the product [OH:4][CH2:3][CH2:2][N:1]([CH2:5][CH2:6][OH:7])[S:18]([C:14]1[S:13][C:12]([NH:11][C:8](=[O:10])[CH3:9])=[N:16][C:15]=1[CH3:17])(=[O:19])=[O:20], predict the reactants needed to synthesize it. The reactants are: [NH:1]([CH2:5][CH2:6][OH:7])[CH2:2][CH2:3][OH:4].[C:8]([NH:11][C:12]1[S:13][C:14]([S:18](Cl)(=[O:20])=[O:19])=[C:15]([CH3:17])[N:16]=1)(=[O:10])[CH3:9].C(N(CC)CC)C. (7) Given the product [CH2:28]([O:27][C:25](=[O:26])[CH2:24][C:1](=[O:9])[C:2]1[CH:3]=[N:4][CH:5]=[CH:6][CH:7]=1)[CH3:29], predict the reactants needed to synthesize it. The reactants are: [C:1]([OH:9])(=O)[C:2]1[CH:7]=[CH:6][CH:5]=[N:4][CH:3]=1.C1N=CN(C(N2C=NC=C2)=O)C=1.[K].C(OCC)(=O)[CH2:24][C:25]([O:27][CH2:28][CH3:29])=[O:26].[Mg+2].[Cl-].[Cl-].C(O)(=O)C1C=CC=NC=1.C1N=CN(C(N2C=NC=C2)=O)C=1. (8) Given the product [Br:27][C:28]1[CH:33]=[CH:32][C:31]([CH2:34][CH2:35][C@@:36]([CH3:51])([S:47]([CH3:50])(=[O:49])=[O:48])[C:37]([NH:39][O:40][CH:41]2[CH2:46][CH2:45][CH2:44][CH2:43][O:42]2)=[O:38])=[CH:30][CH:29]=1, predict the reactants needed to synthesize it. The reactants are: BrC1C=CC(CC[C@@](C)(S(C)(=O)=O)C(O)=O)=CC=1.O1CCCCC1ON.[Br:27][C:28]1[CH:33]=[CH:32][C:31]([CH2:34][CH2:35][C:36]([CH3:51])([S:47]([CH3:50])(=[O:49])=[O:48])[C:37]([NH:39][O:40][CH:41]2[CH2:46][CH2:45][CH2:44][CH2:43][O:42]2)=[O:38])=[CH:30][CH:29]=1.